This data is from Full USPTO retrosynthesis dataset with 1.9M reactions from patents (1976-2016). The task is: Predict the reactants needed to synthesize the given product. (1) Given the product [NH2:15][C:9]1[C:10]([C:13]([NH2:14])=[O:20])=[N:11][CH:12]=[C:7]([N:4]2[CH2:5][CH2:6][O:1][CH2:2][CH2:3]2)[CH:8]=1, predict the reactants needed to synthesize it. The reactants are: [O:1]1[CH2:6][CH2:5][N:4]([C:7]2[CH:8]=[C:9]([N+:15]([O-])=O)[C:10]([C:13]#[N:14])=[N:11][CH:12]=2)[CH2:3][CH2:2]1.CC[O:20]C(C)=O. (2) Given the product [C:12]([OH:13])(=[O:25])/[CH:8]=[CH:7]/[C:32]([OH:34])=[O:35].[F:21][C:18]1([F:22])[CH2:19][CH2:20][CH:15]([NH:14][C:12]([C:8]2[S:9][C:10]([CH3:11])=[C:6]([C@@H:4]3[CH2:5][C@H:3]3[NH:2][CH:28]3[CH2:29][CH2:30][O:25][CH2:26][CH2:27]3)[CH:7]=2)=[O:13])[CH2:16][CH2:17]1, predict the reactants needed to synthesize it. The reactants are: Cl.[NH2:2][C@@H:3]1[CH2:5][C@H:4]1[C:6]1[CH:7]=[C:8]([C:12]([NH:14][CH:15]2[CH2:20][CH2:19][C:18]([F:22])([F:21])[CH2:17][CH2:16]2)=[O:13])[S:9][C:10]=1[CH3:11].CO.[O:25]1[CH2:30][CH2:29][C:28](=O)[CH2:27][CH2:26]1.[C:32](=[O:35])([O-:34])O.[Na+]. (3) Given the product [C:1]([NH:4][C:5]1[CH:13]=[CH:12][C:8]([C:9]([OH:11])=[O:10])=[CH:7][CH:6]=1)(=[O:3])[CH3:2].[N:14]1[CH:19]=[C:18]([CH:20]2[CH2:25][CH2:24][CH2:23][N:21]2[CH3:22])[CH:17]=[CH:16][CH:15]=1, predict the reactants needed to synthesize it. The reactants are: [C:1]([NH:4][C:5]1[CH:13]=[CH:12][C:8]([C:9]([OH:11])=[O:10])=[CH:7][CH:6]=1)(=[O:3])[CH3:2].[N:14]1[CH:19]=[C:18]([CH:20]2[CH2:25][CH2:24][CH2:23][N:21]2[CH3:22])[CH:17]=[CH:16][CH:15]=1. (4) Given the product [Br:19][C:20]1[O:21][CH:22]=[C:23]([C:25]([NH:1][C@@H:2]([CH3:18])[CH2:3][N:4]2[CH:8]=[CH:7][C:6]([C:9]3[CH:16]=[CH:15][C:12]([C:13]#[N:14])=[C:11]([Cl:17])[CH:10]=3)=[N:5]2)=[O:26])[N:24]=1, predict the reactants needed to synthesize it. The reactants are: [NH2:1][C@@H:2]([CH3:18])[CH2:3][N:4]1[CH:8]=[CH:7][C:6]([C:9]2[CH:16]=[CH:15][C:12]([C:13]#[N:14])=[C:11]([Cl:17])[CH:10]=2)=[N:5]1.[Br:19][C:20]1[O:21][CH:22]=[C:23]([C:25](O)=[O:26])[N:24]=1. (5) Given the product [CH3:1][N:2]([CH3:7])[CH2:3][CH2:4][NH:5][C:9]1[CH:14]=[CH:13][C:12]([N+:15]([O-:17])=[O:16])=[CH:11][CH:10]=1, predict the reactants needed to synthesize it. The reactants are: [CH3:1][N:2]1[CH2:7]C[NH:5][CH2:4][CH2:3]1.F[C:9]1[CH:14]=[CH:13][C:12]([N+:15]([O-:17])=[O:16])=[CH:11][CH:10]=1.